This data is from NCI-60 drug combinations with 297,098 pairs across 59 cell lines. The task is: Regression. Given two drug SMILES strings and cell line genomic features, predict the synergy score measuring deviation from expected non-interaction effect. (1) Drug 1: COC1=C(C=C2C(=C1)N=CN=C2NC3=CC(=C(C=C3)F)Cl)OCCCN4CCOCC4. Drug 2: C1=NC(=NC(=O)N1C2C(C(C(O2)CO)O)O)N. Cell line: K-562. Synergy scores: CSS=34.9, Synergy_ZIP=-0.549, Synergy_Bliss=0.309, Synergy_Loewe=0.358, Synergy_HSA=5.44. (2) Drug 1: CC1C(C(CC(O1)OC2CC(CC3=C2C(=C4C(=C3O)C(=O)C5=C(C4=O)C(=CC=C5)OC)O)(C(=O)C)O)N)O.Cl. Drug 2: C1=CN(C=N1)CC(O)(P(=O)(O)O)P(=O)(O)O. Cell line: OVCAR3. Synergy scores: CSS=-2.78, Synergy_ZIP=-7.49, Synergy_Bliss=-16.9, Synergy_Loewe=-21.2, Synergy_HSA=-16.9. (3) Drug 1: C1CCC(CC1)NC(=O)N(CCCl)N=O. Drug 2: CC(C)CN1C=NC2=C1C3=CC=CC=C3N=C2N. Cell line: OVCAR3. Synergy scores: CSS=11.6, Synergy_ZIP=1.02, Synergy_Bliss=5.98, Synergy_Loewe=2.22, Synergy_HSA=3.16. (4) Drug 1: C1CCC(CC1)NC(=O)N(CCCl)N=O. Drug 2: C1=CC(=CC=C1CCCC(=O)O)N(CCCl)CCCl. Cell line: 786-0. Synergy scores: CSS=55.7, Synergy_ZIP=2.21, Synergy_Bliss=-0.315, Synergy_Loewe=0.996, Synergy_HSA=3.14. (5) Drug 1: CCC1(CC2CC(C3=C(CCN(C2)C1)C4=CC=CC=C4N3)(C5=C(C=C6C(=C5)C78CCN9C7C(C=CC9)(C(C(C8N6C=O)(C(=O)OC)O)OC(=O)C)CC)OC)C(=O)OC)O.OS(=O)(=O)O. Drug 2: C1C(C(OC1N2C=NC(=NC2=O)N)CO)O. Cell line: MALME-3M. Synergy scores: CSS=30.3, Synergy_ZIP=1.34, Synergy_Bliss=6.22, Synergy_Loewe=-3.19, Synergy_HSA=6.26. (6) Drug 1: CC1C(C(=O)NC(C(=O)N2CCCC2C(=O)N(CC(=O)N(C(C(=O)O1)C(C)C)C)C)C(C)C)NC(=O)C3=C4C(=C(C=C3)C)OC5=C(C(=O)C(=C(C5=N4)C(=O)NC6C(OC(=O)C(N(C(=O)CN(C(=O)C7CCCN7C(=O)C(NC6=O)C(C)C)C)C)C(C)C)C)N)C. Drug 2: C1=CC=C(C=C1)NC(=O)CCCCCCC(=O)NO. Cell line: SN12C. Synergy scores: CSS=3.63, Synergy_ZIP=-2.71, Synergy_Bliss=1.83, Synergy_Loewe=-3.20, Synergy_HSA=-0.889. (7) Drug 1: C1=NC2=C(N1)C(=S)N=CN2. Drug 2: CC12CCC3C(C1CCC2OP(=O)(O)O)CCC4=C3C=CC(=C4)OC(=O)N(CCCl)CCCl.[Na+]. Cell line: NCI-H226. Synergy scores: CSS=17.6, Synergy_ZIP=-11.7, Synergy_Bliss=-5.36, Synergy_Loewe=-16.9, Synergy_HSA=-5.17.